From a dataset of Full USPTO retrosynthesis dataset with 1.9M reactions from patents (1976-2016). Predict the reactants needed to synthesize the given product. The reactants are: Br[CH2:2][CH2:3][Cl:4].[Br:5][C:6]1[CH:7]=[C:8]2[C:12](=[CH:13][CH:14]=1)[NH:11][N:10]=[CH:9]2.C([O-])([O-])=O.[Cs+].[Cs+].O. Given the product [Br:5][C:6]1[CH:7]=[C:8]2[C:12](=[CH:13][CH:14]=1)[N:11]([CH2:2][CH2:3][Cl:4])[N:10]=[CH:9]2, predict the reactants needed to synthesize it.